From a dataset of Forward reaction prediction with 1.9M reactions from USPTO patents (1976-2016). Predict the product of the given reaction. (1) The product is: [CH3:27][N:10]([CH3:9])[C:11]1([C:21]2[CH:26]=[CH:25][CH:24]=[CH:23][CH:22]=2)[CH2:16][CH2:15][C:14]([C:18]2[NH:1][C:2]3=[N:3][CH:4]=[CH:5][CH:6]=[C:7]3[C:19]=2[CH3:20])([OH:17])[CH2:13][CH2:12]1. Given the reactants [NH2:1][C:2]1[C:7](I)=[CH:6][CH:5]=[CH:4][N:3]=1.[CH3:9][N:10]([CH3:27])[C:11]1([C:21]2[CH:26]=[CH:25][CH:24]=[CH:23][CH:22]=2)[CH2:16][CH2:15][C:14]([C:18]#[C:19][CH3:20])([OH:17])[CH2:13][CH2:12]1.[Cl-].[Li+].C(=O)([O-])[O-].[Na+].[Na+], predict the reaction product. (2) Given the reactants [CH3:1][C:2]1[O:3][C:4]([C:7]2[CH:8]=[CH:9][C:10]3[O:14][CH:13]=[C:12]([C:15]4[CH:16]=[N:17][NH:18][CH:19]=4)[C:11]=3[CH:20]=2)=[N:5][N:6]=1.[F:21][C:22]([F:32])([F:31])[C:23]1[CH:30]=[CH:29][CH:28]=[CH:27][C:24]=1[CH2:25]Br, predict the reaction product. The product is: [CH3:1][C:2]1[O:3][C:4]([C:7]2[CH:8]=[CH:9][C:10]3[O:14][CH:13]=[C:12]([C:15]4[CH:19]=[N:18][N:17]([CH2:25][C:24]5[CH:27]=[CH:28][CH:29]=[CH:30][C:23]=5[C:22]([F:21])([F:31])[F:32])[CH:16]=4)[C:11]=3[CH:20]=2)=[N:5][N:6]=1. (3) Given the reactants [Li+].CC([N-]C(C)C)C.[Br:9][C:10]1[CH:15]=[CH:14][C:13]([CH:16]2[CH2:21][CH2:20][CH:19]([CH2:22][CH2:23][CH3:24])[CH2:18][CH2:17]2)=[C:12]([F:25])[CH:11]=1.CN([CH:29]=[O:30])C, predict the reaction product. The product is: [Br:9][C:10]1[C:11]([CH:29]=[O:30])=[C:12]([F:25])[C:13]([CH:16]2[CH2:17][CH2:18][CH:19]([CH2:22][CH2:23][CH3:24])[CH2:20][CH2:21]2)=[CH:14][CH:15]=1.